Dataset: Catalyst prediction with 721,799 reactions and 888 catalyst types from USPTO. Task: Predict which catalyst facilitates the given reaction. (1) Reactant: [OH:1][CH2:2][C:3]1[CH:8]=[CH:7][C:6]([B:9]2[O:17][C:14]([CH3:16])([CH3:15])[C:11]([CH3:13])([CH3:12])[O:10]2)=[CH:5][CH:4]=1.C(N(CC)CC)C.Cl[C:26]([O:28][C:29]1[CH:34]=[CH:33][C:32]([N+:35]([O-:37])=[O:36])=[CH:31][CH:30]=1)=[O:27]. Product: [C:26](=[O:27])([O:1][CH2:2][C:3]1[CH:4]=[CH:5][C:6]([B:9]2[O:17][C:14]([CH3:16])([CH3:15])[C:11]([CH3:13])([CH3:12])[O:10]2)=[CH:7][CH:8]=1)[O:28][C:29]1[CH:30]=[CH:31][C:32]([N+:35]([O-:37])=[O:36])=[CH:33][CH:34]=1. The catalyst class is: 56. (2) Reactant: [Br:1][C:2]1[CH:3]=[C:4]2[C:10]([C:11](=O)[CH2:12]Cl)=[C:9]([CH3:15])[NH:8][C:5]2=[N:6][CH:7]=1.[NH2:16][C:17]([NH2:19])=[S:18]. Product: [Br:1][C:2]1[CH:3]=[C:4]2[C:10]([C:11]3[N:16]=[C:17]([NH2:19])[S:18][CH:12]=3)=[C:9]([CH3:15])[NH:8][C:5]2=[N:6][CH:7]=1. The catalyst class is: 8.